Dataset: Forward reaction prediction with 1.9M reactions from USPTO patents (1976-2016). Task: Predict the product of the given reaction. Given the reactants [Br:1]Br.[CH3:3][CH2:4][C:5]([C:7]1[CH:12]=[C:11]([C:13]([F:16])([F:15])[F:14])[CH:10]=[CH:9][C:8]=1[F:17])=[O:6], predict the reaction product. The product is: [Br:1][CH:4]([CH3:3])[C:5]([C:7]1[CH:12]=[C:11]([C:13]([F:14])([F:15])[F:16])[CH:10]=[CH:9][C:8]=1[F:17])=[O:6].